From a dataset of Catalyst prediction with 721,799 reactions and 888 catalyst types from USPTO. Predict which catalyst facilitates the given reaction. (1) Reactant: [O:1]1[CH2:6][CH2:5][CH2:4][CH2:3][CH:2]1[O:7][CH:8]1[CH2:12][O:11][C:10](=[O:13])[CH2:9]1.[CH3:14][CH2:15][Mg+].[Br-]. The catalyst class is: 1. Product: [OH:11][CH2:12][CH:8]([O:7][CH:2]1[CH2:3][CH2:4][CH2:5][CH2:6][O:1]1)[CH2:9][C:10]1([OH:13])[CH2:15][CH2:14]1. (2) Reactant: Cl.Cl.[CH:3]1([NH:6][C:7]([NH:9][C:10]2[CH:15]=[CH:14][C:13]([O:16][C:17]3[CH:22]=[CH:21][N:20]=[C:19]4[CH:23]=[C:24]([C:26]5[CH2:27][CH2:28][NH:29][CH2:30][CH:31]=5)[S:25][C:18]=34)=[C:12]([F:32])[CH:11]=2)=[O:8])[CH2:5][CH2:4]1.CCN(C(C)C)C(C)C.Cl[CH2:43][CH2:44][CH2:45][N:46]1[CH2:51][CH2:50][O:49][CH2:48][CH2:47]1. Product: [CH:3]1([NH:6][C:7]([NH:9][C:10]2[CH:15]=[CH:14][C:13]([O:16][C:17]3[CH:22]=[CH:21][N:20]=[C:19]4[CH:23]=[C:24]([C:26]5[CH2:27][CH2:28][N:29]([CH2:43][CH2:44][CH2:45][N:46]6[CH2:51][CH2:50][O:49][CH2:48][CH2:47]6)[CH2:30][CH:31]=5)[S:25][C:18]=34)=[C:12]([F:32])[CH:11]=2)=[O:8])[CH2:5][CH2:4]1. The catalyst class is: 18.